Task: Predict the reaction yield, written as a fraction of the theoretical maximum amount of product (1.0 means a 100% yield; for example, 0.34 means a 34% yield).. Dataset: Reaction yield outcomes from USPTO patents with 853,638 reactions The reactants are [CH2:1]([O:3][CH:4]([O:21][CH2:22][CH3:23])[C:5]1[O:13][C:12]2[C:11]([C:14]3[CH:15]=[C:16]([OH:20])[CH:17]=[CH:18][CH:19]=3)=[CH:10][N:9]=[CH:8][C:7]=2[CH:6]=1)[CH3:2].Br[C:25]1[CH:26]=[N:27][CH:28]=[N:29][CH:30]=1.N1C=CC=CC=1C(O)=O.P([O-])([O-])([O-])=O.[K+].[K+].[K+]. The catalyst is CS(C)=O.[Cu](I)I. The product is [CH2:22]([O:21][CH:4]([O:3][CH2:1][CH3:2])[C:5]1[O:13][C:12]2[C:11]([C:14]3[CH:19]=[CH:18][CH:17]=[C:16]([O:20][C:25]4[CH:26]=[N:27][CH:28]=[N:29][CH:30]=4)[CH:15]=3)=[CH:10][N:9]=[CH:8][C:7]=2[CH:6]=1)[CH3:23]. The yield is 0.400.